Dataset: Forward reaction prediction with 1.9M reactions from USPTO patents (1976-2016). Task: Predict the product of the given reaction. (1) Given the reactants [CH3:1][O:2][C:3]1[CH:8]=[CH:7][C:6]([N:9]([CH2:34][C:35]2[CH:36]=[N:37][CH:38]=[CH:39][C:40]=2[CH3:41])[CH:10]2[CH2:15][CH2:14][N:13]([C@H:16]([CH3:33])[CH2:17][CH2:18][NH:19][C:20](=[O:32])[C:21]3[C:29]([CH3:30])=[CH:28][C:24]([C:25](O)=[O:26])=[CH:23][C:22]=3[CH3:31])[CH2:12][CH2:11]2)=[CH:5][CH:4]=1.CCN=C=NCCCN(C)C.C1C=C[C:56]2N(O)N=[N:59][C:57]=2[CH:58]=1.C(N)(C)C.CCN(C(C)C)C(C)C, predict the reaction product. The product is: [CH:57]([NH:59][C:25](=[O:26])[C:24]1[CH:28]=[C:29]([CH3:30])[C:21]([C:20]([NH:19][CH2:18][CH2:17][C@H:16]([N:13]2[CH2:12][CH2:11][CH:10]([N:9]([C:6]3[CH:7]=[CH:8][C:3]([O:2][CH3:1])=[CH:4][CH:5]=3)[CH2:34][C:35]3[CH:36]=[N:37][CH:38]=[CH:39][C:40]=3[CH3:41])[CH2:15][CH2:14]2)[CH3:33])=[O:32])=[C:22]([CH3:31])[CH:23]=1)([CH3:58])[CH3:56]. (2) Given the reactants N1[C:10]2[C:5](=[CH:6][CH:7]=[CH:8][CH:9]=2)[N:4]=[CH:3][CH:2]=1.S1C2C=CC=CC=2N=[CH:12]1, predict the reaction product. The product is: [N:4]1[C:5]2[C:10](=[CH:9][CH:8]=[CH:7][CH:6]=2)[CH:12]=[CH:2][CH:3]=1. (3) Given the reactants [NH:1]1[CH2:5][CH:4]=[CH:3][C@H:2]1[C:6]([OH:8])=[O:7].[OH-].[Na+].[CH2:11]([O:18][C:19](Cl)=[O:20])[C:12]1[CH:17]=[CH:16][CH:15]=[CH:14][CH:13]=1, predict the reaction product. The product is: [CH2:11]([O:18][C:19]([N:1]1[CH2:5][CH:4]=[CH:3][C@H:2]1[C:6]([OH:8])=[O:7])=[O:20])[C:12]1[CH:17]=[CH:16][CH:15]=[CH:14][CH:13]=1.